This data is from Peptide-MHC class II binding affinity with 134,281 pairs from IEDB. The task is: Regression. Given a peptide amino acid sequence and an MHC pseudo amino acid sequence, predict their binding affinity value. This is MHC class II binding data. The peptide sequence is FGHDGTVWAQSADFP. The MHC is HLA-DPA10201-DPB10101 with pseudo-sequence HLA-DPA10201-DPB10101. The binding affinity (normalized) is 0.0885.